From a dataset of Forward reaction prediction with 1.9M reactions from USPTO patents (1976-2016). Predict the product of the given reaction. (1) Given the reactants [NH:1]1[C:9]2[C:4](=[CH:5][CH:6]=[CH:7][CH:8]=2)[C:3]([CH:10]=[O:11])=[CH:2]1.C1COCC1.[CH3:17][C:18]([O:21][C:22](O[C:22]([O:21][C:18]([CH3:20])([CH3:19])[CH3:17])=[O:23])=[O:23])([CH3:20])[CH3:19], predict the reaction product. The product is: [C:22]([N:1]1[C:9]2[C:4](=[CH:5][CH:6]=[CH:7][CH:8]=2)[C:3]([CH:10]=[O:11])=[CH:2]1)([O:21][C:18]([CH3:20])([CH3:19])[CH3:17])=[O:23]. (2) Given the reactants Cl[C:2]1[N:3]([CH2:28][CH2:29][CH3:30])[C:4](=[O:27])[C:5]2[NH:6][C:7]([C:11]3[CH:12]=[N:13][N:14]([CH2:16][C:17]4[CH:22]=[CH:21][CH:20]=[C:19]([C:23]([F:26])([F:25])[F:24])[CH:18]=4)[CH:15]=3)=[N:8][C:9]=2[N:10]=1.[CH2:31]([Mg]Br)[CH3:32], predict the reaction product. The product is: [CH2:31]([C:2]1[N:3]([CH2:28][CH2:29][CH3:30])[C:4](=[O:27])[C:5]2[NH:6][C:7]([C:11]3[CH:12]=[N:13][N:14]([CH2:16][C:17]4[CH:22]=[CH:21][CH:20]=[C:19]([C:23]([F:26])([F:25])[F:24])[CH:18]=4)[CH:15]=3)=[N:8][C:9]=2[N:10]=1)[CH3:32]. (3) Given the reactants Br[C:2]1[CH:3]=[C:4]([NH:10][C:11]2[CH:16]=[CH:15][N:14]=[CH:13][N:12]=2)[C:5](=[O:9])[N:6]([CH3:8])[CH:7]=1.CC(C1C=C(C(C)C)C(C2C=CC=CC=2P(C2CCCCC2)C2CCCCC2)=C(C(C)C)C=1)C.C([O-])(=O)C.[K+].[CH3:56][C:57]1([CH3:73])[C:61]([CH3:63])([CH3:62])[O:60][B:59]([B:59]2[O:60][C:61]([CH3:63])([CH3:62])[C:57]([CH3:73])([CH3:56])[O:58]2)[O:58]1, predict the reaction product. The product is: [CH3:8][N:6]1[CH:7]=[C:2]([B:59]2[O:60][C:61]([CH3:63])([CH3:62])[C:57]([CH3:73])([CH3:56])[O:58]2)[CH:3]=[C:4]([NH:10][C:11]2[CH:16]=[CH:15][N:14]=[CH:13][N:12]=2)[C:5]1=[O:9]. (4) Given the reactants [F:1][C:2]1[C:7]([F:8])=[CH:6][CH:5]=[C:4]([CH2:9][OH:10])[C:3]=1[OH:11].C(C1C(=O)C(Cl)=C(Cl)C(=O)C=1C#N)#N, predict the reaction product. The product is: [F:1][C:2]1[C:3]([OH:11])=[C:4]([CH:5]=[CH:6][C:7]=1[F:8])[CH:9]=[O:10]. (5) Given the reactants [Br:1][C:2]1[CH:3]=[CH:4][C:5]2[S:9][C:8]([CH3:10])=[N:7][C:6]=2[CH:11]=1.[Li+].[CH3:13][CH:14]([N-]C(C)C)[CH3:15].C1CCCCC1.C(Br)C=C, predict the reaction product. The product is: [Br:1][C:2]1[CH:3]=[CH:4][C:5]2[S:9][C:8]([CH2:10][CH2:15][CH:14]=[CH2:13])=[N:7][C:6]=2[CH:11]=1.